Regression/Classification. Given a drug SMILES string, predict its absorption, distribution, metabolism, or excretion properties. Task type varies by dataset: regression for continuous measurements (e.g., permeability, clearance, half-life) or binary classification for categorical outcomes (e.g., BBB penetration, CYP inhibition). For this dataset (solubility_aqsoldb), we predict Y. From a dataset of Aqueous solubility values for 9,982 compounds from the AqSolDB database. (1) The compound is O=C(O)c1cc(C(=O)O)cc(S(=O)(=O)[O-])c1.[Na+]. The Y is 0.109 log mol/L. (2) The drug is CCNC(=O)c1cc(N2CC2)c([N+](=O)[O-])cc1[N+](=O)[O-]. The Y is -3.13 log mol/L. (3) The compound is CCCCOC(=O)COc1ccc(Cl)cc1Cl. The Y is -3.78 log mol/L. (4) The molecule is N#CCCNC(Cc1ccccc1)C(=O)O. The Y is -1.49 log mol/L. (5) The molecule is CCC(CC)CO. The Y is -1.17 log mol/L. (6) The drug is CCC1(c2ccccc2)C(=O)NC(=O)N(CO)C1=O. The Y is -1.60 log mol/L. (7) The drug is CNC(=O)N(C)c1nnc(C(C)(C)C)s1. The Y is -2.00 log mol/L. (8) The drug is CC(=O)O[C@]1(C(C)=O)CC[C@H]2[C@@H]3C=C(C)C4=CC(=O)CC[C@]4(C)[C@H]3CC[C@@]21C. The Y is -5.28 log mol/L. (9) The Y is 1.09 log mol/L. The drug is N#C[S-].[Na+]. (10) The drug is CC(=O)[C@@]1(O)CC[C@H]2[C@@H]3CCC4=CC(=O)CC[C@]4(C)[C@H]3CC[C@@]21C. The Y is -4.71 log mol/L.